From a dataset of Peptide-MHC class II binding affinity with 134,281 pairs from IEDB. Regression. Given a peptide amino acid sequence and an MHC pseudo amino acid sequence, predict their binding affinity value. This is MHC class II binding data. (1) The peptide sequence is IAPAVQTNWQKLETFWAKHM. The MHC is DRB1_0802 with pseudo-sequence DRB1_0802. The binding affinity (normalized) is 0.431. (2) The peptide sequence is DHSTIIYNSRVTIAG. The MHC is HLA-DQA10101-DQB10501 with pseudo-sequence HLA-DQA10101-DQB10501. The binding affinity (normalized) is 0.462. (3) The peptide sequence is KVPPGPNITATYGDK. The MHC is HLA-DQA10201-DQB10202 with pseudo-sequence HLA-DQA10201-DQB10202. The binding affinity (normalized) is 0. (4) The peptide sequence is PAVKYIEPDMIVNAT. The MHC is HLA-DQA10301-DQB10302 with pseudo-sequence HLA-DQA10301-DQB10302. The binding affinity (normalized) is 0.380. (5) The peptide sequence is STLQEQIGWMTNNPPIPV. The MHC is DRB1_0802 with pseudo-sequence DRB1_0802. The binding affinity (normalized) is 0.832. (6) The peptide sequence is YSELDLRSLRTVTPI. The MHC is HLA-DQA10102-DQB10602 with pseudo-sequence HLA-DQA10102-DQB10602. The binding affinity (normalized) is 0.379. (7) The peptide sequence is LDSWWTSLNFLGGSP. The MHC is DRB1_1101 with pseudo-sequence DRB1_1101. The binding affinity (normalized) is 0.0206.